This data is from Full USPTO retrosynthesis dataset with 1.9M reactions from patents (1976-2016). The task is: Predict the reactants needed to synthesize the given product. (1) Given the product [Br:1][C:2]1[CH:3]=[C:4]([C:8]2[CH:24]=[C:11]3[N:12]=[C:13]([CH3:23])[C:14]([C@H:17]([O:22][C:4]([CH3:8])([CH3:5])[CH3:3])[C:18]([O:20][CH3:21])=[O:19])=[C:15]([I:16])[N:10]3[N:9]=2)[CH:5]=[CH:6][CH:7]=1, predict the reactants needed to synthesize it. The reactants are: [Br:1][C:2]1[CH:3]=[C:4]([C:8]2[CH:24]=[C:11]3[N:12]=[C:13]([CH3:23])[C:14]([C@H:17]([OH:22])[C:18]([O:20][CH3:21])=[O:19])=[C:15]([I:16])[N:10]3[N:9]=2)[CH:5]=[CH:6][CH:7]=1.Cl(O)(=O)(=O)=O. (2) Given the product [N:7]1([CH:1]=[CH:2][CH:3]([CH3:5])[CH3:4])[CH2:11][CH2:10][CH2:9][CH2:8]1, predict the reactants needed to synthesize it. The reactants are: [CH:1](=O)[CH2:2][CH:3]([CH3:5])[CH3:4].[NH:7]1[CH2:11][CH2:10][CH2:9][CH2:8]1.O. (3) Given the product [CH:1]([O:4][C:5]([N:7]1[C:16]2[C:11](=[CH:12][C:13]([C:17]([F:19])([F:20])[F:18])=[CH:14][CH:15]=2)[C@H:10]([N:21]([C:37]2[N:38]=[N:39][N:40]([CH:42]3[CH2:43][NH:44][CH2:45]3)[N:41]=2)[CH2:22][C:23]2[CH:28]=[C:27]([C:29]([F:30])([F:31])[F:32])[CH:26]=[C:25]([C:33]([F:35])([F:36])[F:34])[CH:24]=2)[CH2:9][C@@H:8]1[CH3:59])=[O:6])([CH3:3])[CH3:2], predict the reactants needed to synthesize it. The reactants are: [CH:1]([O:4][C:5]([N:7]1[C:16]2[C:11](=[CH:12][C:13]([C:17]([F:20])([F:19])[F:18])=[CH:14][CH:15]=2)[C@H:10]([N:21]([C:37]2[N:38]=[N:39][N:40]([CH:42]3[CH2:45][N:44](C(C4C=CC=CC=4)C4C=CC=CC=4)[CH2:43]3)[N:41]=2)[CH2:22][C:23]2[CH:28]=[C:27]([C:29]([F:32])([F:31])[F:30])[CH:26]=[C:25]([C:33]([F:36])([F:35])[F:34])[CH:24]=2)[CH2:9][C@@H:8]1[CH3:59])=[O:6])([CH3:3])[CH3:2]. (4) The reactants are: [F:1][C:2]1[CH:3]=[CH:4][C:5]([CH3:32])=[C:6]([CH:31]=1)[O:7][CH2:8][C:9]1[C:18]([C:19]2[CH:24]=[CH:23][C:22]([OH:25])=[CH:21][C:20]=2[O:26][CH3:27])=[CH:17][CH:16]=[C:15]2[C:10]=1[C:11]([CH3:30])=[CH:12][C:13]([CH3:29])([CH3:28])[NH:14]2.[C:33]([NH:40][CH2:41][C:42](O)=[O:43])([O:35][C:36]([CH3:39])([CH3:38])[CH3:37])=[O:34].C(N(CC)C(C)C)(C)C.C(OCC)(=O)C. Given the product [C:36]([O:35][C:33]([NH:40][CH2:41][C:42]([O:25][C:22]1[CH:23]=[CH:24][C:19]([C:18]2[C:9]([CH2:8][O:7][C:6]3[CH:31]=[C:2]([F:1])[CH:3]=[CH:4][C:5]=3[CH3:32])=[C:10]3[C:15](=[CH:16][CH:17]=2)[NH:14][C:13]([CH3:28])([CH3:29])[CH:12]=[C:11]3[CH3:30])=[C:20]([O:26][CH3:27])[CH:21]=1)=[O:43])=[O:34])([CH3:39])([CH3:38])[CH3:37], predict the reactants needed to synthesize it. (5) Given the product [CH2:1]([O:8][C:9]1[N:10]=[N:11][C:12]([C:23]#[C:24][CH:25]2[CH2:30][CH2:29][CH2:28][CH2:27][CH2:26]2)=[CH:13][C:14]=1[O:15][CH2:16][C:17]1[CH:18]=[CH:19][CH:20]=[CH:21][CH:22]=1)[C:2]1[CH:3]=[CH:4][CH:5]=[CH:6][CH:7]=1, predict the reactants needed to synthesize it. The reactants are: [CH2:1]([O:8][C:9]1[N:10]=[N:11][C:12]([C:23]#[C:24][C:25]2[CH:30]=[CH:29][CH:28]=[CH:27][CH:26]=2)=[CH:13][C:14]=1[O:15][CH2:16][C:17]1[CH:22]=[CH:21][CH:20]=[CH:19][CH:18]=1)[C:2]1[CH:7]=[CH:6][CH:5]=[CH:4][CH:3]=1.C(OC1N=NC(Cl)=CC=1OCC1C=CC=CC=1)C1C=CC=CC=1.C(C1CCCCC1)#C. (6) Given the product [Br:1][C:2]1[C:7]2[O:8][CH2:9][O:10][C:6]=2[CH:5]=[C:4]([CH2:11][CH:12]([CH3:14])[CH3:13])[CH:3]=1, predict the reactants needed to synthesize it. The reactants are: [Br:1][C:2]1[C:7]2[O:8][CH2:9][O:10][C:6]=2[CH:5]=[C:4]([CH:11](O)[CH:12]([CH3:14])[CH3:13])[CH:3]=1.C([SiH](CC)CC)C.FC(F)(F)C(O)=O.O. (7) Given the product [Br:9][C:6]1[CH:7]=[CH:8][C:3]([C:19](=[O:29])[C:18]([OH:22])([CH3:17])[CH3:21])=[CH:4][CH:5]=1, predict the reactants needed to synthesize it. The reactants are: [Mg].Br[C:3]1[CH:8]=[CH:7][C:6]([Br:9])=[CH:5][CH:4]=1.BrC1C=CC=CC=1.[CH3:17][C:18]([O:22][Si](C)(C)C)([CH3:21])[C:19]#N.Cl.C(=O)(O)[O-:29].[Na+].